Task: Binary Classification. Given a drug SMILES string, predict its activity (active/inactive) in a high-throughput screening assay against a specified biological target.. Dataset: HIV replication inhibition screening data with 41,000+ compounds from the AIDS Antiviral Screen (1) The compound is CCCCOP(=O)(C=Cc1ccccn1)OCCCC. The result is 0 (inactive). (2) The molecule is CC(=O)OCC1(C)ON=C2CCCCC21. The result is 0 (inactive). (3) The drug is CNn1c(-c2ccc(C)cc2)n[nH]c1=O. The result is 1 (active). (4) The drug is Br.Oc1cc2c3c(c1)CCCN3CCC2. The result is 0 (inactive).